From a dataset of NCI-60 drug combinations with 297,098 pairs across 59 cell lines. Regression. Given two drug SMILES strings and cell line genomic features, predict the synergy score measuring deviation from expected non-interaction effect. (1) Drug 1: CC1CC2CCC3C(=C)CC(O3)CCC45CC6C(O4)C7C(O6)C(O5)C8C(O7)CCC(O8)CC(=O)CC9C(CC(C1=C)O2)OC(C9OC)CC(CN)O.CS(=O)(=O)O. Drug 2: CC1C(C(CC(O1)OC2CC(CC3=C2C(=C4C(=C3O)C(=O)C5=C(C4=O)C(=CC=C5)OC)O)(C(=O)CO)O)N)O.Cl. Cell line: ACHN. Synergy scores: CSS=38.1, Synergy_ZIP=-3.12, Synergy_Bliss=-4.70, Synergy_Loewe=-3.22, Synergy_HSA=-2.89. (2) Drug 1: C1CC(=O)NC(=O)C1N2CC3=C(C2=O)C=CC=C3N. Drug 2: CCCCCOC(=O)NC1=NC(=O)N(C=C1F)C2C(C(C(O2)C)O)O. Cell line: COLO 205. Synergy scores: CSS=-1.81, Synergy_ZIP=-0.387, Synergy_Bliss=-2.47, Synergy_Loewe=-3.06, Synergy_HSA=-3.78. (3) Drug 2: CC1=C(C=C(C=C1)C(=O)NC2=CC(=CC(=C2)C(F)(F)F)N3C=C(N=C3)C)NC4=NC=CC(=N4)C5=CN=CC=C5. Drug 1: C1=NC2=C(N1)C(=S)N=CN2. Synergy scores: CSS=-0.205, Synergy_ZIP=0.631, Synergy_Bliss=1.69, Synergy_Loewe=-0.0230, Synergy_HSA=0.203. Cell line: SF-268. (4) Drug 1: CC1=C(C=C(C=C1)NC2=NC=CC(=N2)N(C)C3=CC4=NN(C(=C4C=C3)C)C)S(=O)(=O)N.Cl. Drug 2: C(=O)(N)NO. Cell line: OVCAR3. Synergy scores: CSS=5.22, Synergy_ZIP=2.09, Synergy_Bliss=3.39, Synergy_Loewe=3.23, Synergy_HSA=2.08. (5) Drug 1: CC1=C(C(=CC=C1)Cl)NC(=O)C2=CN=C(S2)NC3=CC(=NC(=N3)C)N4CCN(CC4)CCO. Cell line: MDA-MB-435. Synergy scores: CSS=23.7, Synergy_ZIP=-5.67, Synergy_Bliss=-0.409, Synergy_Loewe=-3.17, Synergy_HSA=-1.99. Drug 2: CCCCC(=O)OCC(=O)C1(CC(C2=C(C1)C(=C3C(=C2O)C(=O)C4=C(C3=O)C=CC=C4OC)O)OC5CC(C(C(O5)C)O)NC(=O)C(F)(F)F)O. (6) Drug 1: COC1=C(C=C2C(=C1)N=CN=C2NC3=CC(=C(C=C3)F)Cl)OCCCN4CCOCC4. Drug 2: C1CN(CCN1C(=O)CCBr)C(=O)CCBr. Cell line: HOP-62. Synergy scores: CSS=41.6, Synergy_ZIP=-2.75, Synergy_Bliss=4.39, Synergy_Loewe=4.35, Synergy_HSA=5.08. (7) Drug 1: CCC1=CC2CC(C3=C(CN(C2)C1)C4=CC=CC=C4N3)(C5=C(C=C6C(=C5)C78CCN9C7C(C=CC9)(C(C(C8N6C)(C(=O)OC)O)OC(=O)C)CC)OC)C(=O)OC.C(C(C(=O)O)O)(C(=O)O)O. Drug 2: C1=CC(=CC=C1CC(C(=O)O)N)N(CCCl)CCCl.Cl. Cell line: CAKI-1. Synergy scores: CSS=45.4, Synergy_ZIP=-4.06, Synergy_Bliss=-1.34, Synergy_Loewe=2.31, Synergy_HSA=3.87. (8) Drug 1: CN1CCC(CC1)COC2=C(C=C3C(=C2)N=CN=C3NC4=C(C=C(C=C4)Br)F)OC. Drug 2: CC1C(C(CC(O1)OC2CC(OC(C2O)C)OC3=CC4=CC5=C(C(=O)C(C(C5)C(C(=O)C(C(C)O)O)OC)OC6CC(C(C(O6)C)O)OC7CC(C(C(O7)C)O)OC8CC(C(C(O8)C)O)(C)O)C(=C4C(=C3C)O)O)O)O. Cell line: PC-3. Synergy scores: CSS=4.39, Synergy_ZIP=-3.03, Synergy_Bliss=0.723, Synergy_Loewe=0.885, Synergy_HSA=1.24.